From a dataset of Merck oncology drug combination screen with 23,052 pairs across 39 cell lines. Regression. Given two drug SMILES strings and cell line genomic features, predict the synergy score measuring deviation from expected non-interaction effect. (1) Drug 1: CS(=O)(=O)CCNCc1ccc(-c2ccc3ncnc(Nc4ccc(OCc5cccc(F)c5)c(Cl)c4)c3c2)o1. Drug 2: Cn1cc(-c2cnn3c(N)c(Br)c(C4CCCNC4)nc23)cn1. Cell line: EFM192B. Synergy scores: synergy=25.4. (2) Synergy scores: synergy=-13.1. Cell line: ES2. Drug 2: O=P1(N(CCCl)CCCl)NCCCO1. Drug 1: O=S1(=O)NC2(CN1CC(F)(F)F)C1CCC2Cc2cc(C=CCN3CCC(C(F)(F)F)CC3)ccc2C1. (3) Drug 1: O=C(CCCCCCC(=O)Nc1ccccc1)NO. Drug 2: CCc1cnn2c(NCc3ccc[n+]([O-])c3)cc(N3CCCCC3CCO)nc12. Cell line: DLD1. Synergy scores: synergy=-15.7. (4) Drug 1: CN(Cc1cnc2nc(N)nc(N)c2n1)c1ccc(C(=O)NC(CCC(=O)O)C(=O)O)cc1. Drug 2: COC1CC2CCC(C)C(O)(O2)C(=O)C(=O)N2CCCCC2C(=O)OC(C(C)CC2CCC(OP(C)(C)=O)C(OC)C2)CC(=O)C(C)C=C(C)C(O)C(OC)C(=O)C(C)CC(C)C=CC=CC=C1C. Cell line: UWB1289BRCA1. Synergy scores: synergy=-9.00.